From a dataset of Retrosynthesis with 50K atom-mapped reactions and 10 reaction types from USPTO. Predict the reactants needed to synthesize the given product. (1) Given the product COc1cc(Nc2ccc3c(n2)O[C@H](c2ccccc2)CN(C2CC2)C3)ccc1-n1cnc(C)n1, predict the reactants needed to synthesize it. The reactants are: COc1cc(N)ccc1-n1cnc(C)n1.Clc1ccc2c(n1)O[C@H](c1ccccc1)CN(C1CC1)C2. (2) Given the product O=Cc1ccc(Oc2ccccc2)cc1Br, predict the reactants needed to synthesize it. The reactants are: O=Cc1ccc(F)cc1Br.Oc1ccccc1. (3) Given the product c1ccc(Cn2c3ccccc3c3ccccc32)cc1, predict the reactants needed to synthesize it. The reactants are: BrCc1ccccc1.c1ccc2c(c1)[nH]c1ccccc12. (4) Given the product CC(N)(CCC(=O)O)c1ccc2c(C(F)(F)F)c(O[C@H]3CC[C@H](C(F)(F)F)CC3)ccc2c1, predict the reactants needed to synthesize it. The reactants are: CC(CCC(=O)O)(c1ccc2c(C(F)(F)F)c(O[C@H]3CC[C@H](C(F)(F)F)CC3)ccc2c1)[N+](=O)[O-]. (5) Given the product CCc1cc(N)ccc1Oc1ccccc1, predict the reactants needed to synthesize it. The reactants are: CC(=O)c1cc(N)ccc1Oc1ccccc1. (6) Given the product Nc1cc(-n2cccc2)cc(-n2cnc3cc(-c4cnco4)ccc32)c1, predict the reactants needed to synthesize it. The reactants are: CC(=O)Nc1cc(-n2cccc2)cc(-n2cnc3cc(-c4cnco4)ccc32)c1. (7) Given the product COc1cc(-c2ccc3ncc(C(=O)C4CC4)c(N4CCC(CN5CCOCC5)CC4)c3c2)cc(Cl)c1O, predict the reactants needed to synthesize it. The reactants are: COc1cc(B2OC(C)(C)C(C)(C)O2)cc(Cl)c1O.O=C(c1cnc2ccc(Br)cc2c1N1CCC(CN2CCOCC2)CC1)C1CC1. (8) Given the product CSc1ncc(C(=O)O)c(NC2(c3ccccc3)CC2)n1, predict the reactants needed to synthesize it. The reactants are: CCOC(=O)c1cnc(SC)nc1NC1(c2ccccc2)CC1. (9) The reactants are: Cn1c(=O)c(C(=O)NCC(=O)OC(C)(C)C)c(O)c2ccc(-c3cccc(C#N)c3)cc21. Given the product Cn1c(=O)c(C(=O)NCC(=O)O)c(O)c2ccc(-c3cccc(C#N)c3)cc21, predict the reactants needed to synthesize it. (10) Given the product Cn1ccc2c1C(=O)CN(CCCN1CCN(c3ccc(F)cc3)CC1)S2(=O)=O, predict the reactants needed to synthesize it. The reactants are: Cn1ccc2c1C(=O)CN(CCCBr)S2(=O)=O.Fc1ccc(N2CCNCC2)cc1.